From a dataset of Reaction yield outcomes from USPTO patents with 853,638 reactions. Predict the reaction yield, written as a fraction of the theoretical maximum amount of product (1.0 means a 100% yield; for example, 0.34 means a 34% yield). (1) The catalyst is CN(C=O)C. The product is [NH4+:19].[OH-:1].[Cl:17][C:18]1[CH:26]=[CH:25][C:21]([C:22]([NH2:24])=[O:23])=[CH:20][N:19]=1. The yield is 0.00700. The reactants are [OH:1]C1C=CC(C=O)=CC=1C.C([O-])([O-])=O.[K+].[K+].[Cl:17][C:18]1[CH:26]=[CH:25][C:21]([C:22]([NH2:24])=[O:23])=[CH:20][N:19]=1.O. (2) The catalyst is O1CCOCC1. The product is [C:12]([C:10]1[CH:11]=[C:7]([NH:6][C:5]([NH:49][C@@H:42]2[C:43]3[C:48](=[CH:47][CH:46]=[CH:45][CH:44]=3)[C@H:39]([O:38][C:35]3[CH:36]=[CH:37][C:32]4[N:33]([C:29]([N:24]5[CH2:25][CH2:26][CH2:27][CH2:28][C@@H:23]5[CH3:22])=[N:30][N:31]=4)[CH:34]=3)[CH2:40][CH2:41]2)=[O:19])[N:8]([CH2:16][CH2:17][OH:18])[N:9]=1)([CH3:13])([CH3:14])[CH3:15]. The reactants are ClC(Cl)(Cl)CO[C:5](=[O:19])[NH:6][C:7]1[N:8]([CH2:16][CH2:17][OH:18])[N:9]=[C:10]([C:12]([CH3:15])([CH3:14])[CH3:13])[CH:11]=1.[CH3:22][C@H:23]1[CH2:28][CH2:27][CH2:26][CH2:25][N:24]1[C:29]1[N:33]2[CH:34]=[C:35]([O:38][C@H:39]3[C:48]4[C:43](=[CH:44][CH:45]=[CH:46][CH:47]=4)[C@@H:42]([NH2:49])[CH2:41][CH2:40]3)[CH:36]=[CH:37][C:32]2=[N:31][N:30]=1.CCN(C(C)C)C(C)C. The yield is 0.150. (3) The reactants are [CH3:1][N:2]([CH3:16])[C:3]1[C:12]2[C:7](=[CH:8][CH:9]=[CH:10][CH:11]=2)[C:6]([C:13]([OH:15])=O)=[CH:5][CH:4]=1.ON1[C:22](=[O:23])[CH2:21][CH2:20][C:19]1=O.C1(N=C=[N:33][CH:34]2CCCCC2)CCCCC1.C1(/C=C/C=C/[C:50](Cl)=[O:51])C=CC=CC=1.C(N(CC)CC)C. The catalyst is C(Cl)Cl. The product is [CH3:50][O:51][C:22](=[O:23])[CH2:21][CH2:20][CH2:19][CH2:34][NH:33][C:13]([C:6]1[C:7]2[C:12](=[CH:11][CH:10]=[CH:9][CH:8]=2)[C:3]([N:2]([CH3:1])[CH3:16])=[CH:4][CH:5]=1)=[O:15]. The yield is 0.630. (4) The reactants are [CH3:1][O:2][C:3]1[N:8]=[C:7]2[C:9]([C:20]3[N:28](S(C4C=CC(C)=CC=4)(=O)=O)[C:23]4=[N:24][CH:25]=[CH:26][CH:27]=[C:22]4[CH:21]=3)=[CH:10][N:11]([CH2:12][CH2:13][N:14]3[CH2:19][CH2:18][O:17][CH2:16][CH2:15]3)[C:6]2=[CH:5][C:4]=1[O:39][CH3:40].CO. The catalyst is [OH-].[K+]. The product is [CH3:1][O:2][C:3]1[N:8]=[C:7]2[C:9]([C:20]3[NH:28][C:23]4=[N:24][CH:25]=[CH:26][CH:27]=[C:22]4[CH:21]=3)=[CH:10][N:11]([CH2:12][CH2:13][N:14]3[CH2:19][CH2:18][O:17][CH2:16][CH2:15]3)[C:6]2=[CH:5][C:4]=1[O:39][CH3:40]. The yield is 0.566. (5) The reactants are [OH-].[Na+].[Cl:3][C:4]1[N:9]=[C:8]([N:10]2[CH2:15][CH2:14][O:13][CH2:12][C@H:11]2[CH3:16])[CH:7]=[C:6]([CH2:17][S:18]([CH3:20])=[O:19])[N:5]=1.Br[CH2:22][CH2:23][O:24][CH2:25][CH2:26]Br. The catalyst is [Br-].C([N+](CCCCCCCC)(CCCCCCCC)CCCCCCCC)CCCCCCC.CN1C2C(N=C(N)NC=2NCC1CNC1C=CC(C(NC(C(O)=O)CCC(O)=O)=O)=CC=1)=O. The product is [Cl:3][C:4]1[N:9]=[C:8]([N:10]2[CH2:15][CH2:14][O:13][CH2:12][C@H:11]2[CH3:16])[CH:7]=[C:6]([C:17]2([S:18]([CH3:20])=[O:19])[CH2:26][CH2:25][O:24][CH2:23][CH2:22]2)[N:5]=1. The yield is 0.500. (6) The reactants are C(OC([NH:8][C:9]1[S:13][C:12]([C:14]2[C:19]([F:20])=[CH:18][CH:17]=[CH:16][C:15]=2[F:21])=[N:11][C:10]=1[C:22]([NH:24][C:25]1[CH:29]=[N:28][N:27]([CH3:30])[C:26]=1[CH:31]1[CH2:37][O:36][CH2:35][CH:34]([NH:38]C(=O)OC(C)(C)C)[CH2:33][CH2:32]1)=[O:23])=O)(C)(C)C.Cl. The catalyst is O1CCOCC1.CO. The product is [NH2:8][C:9]1[S:13][C:12]([C:14]2[C:15]([F:21])=[CH:16][CH:17]=[CH:18][C:19]=2[F:20])=[N:11][C:10]=1[C:22]([NH:24][C:25]1[CH:29]=[N:28][N:27]([CH3:30])[C:26]=1[CH:31]1[CH2:32][CH2:33][CH:34]([NH2:38])[CH2:35][O:36][CH2:37]1)=[O:23]. The yield is 0.320. (7) The reactants are [CH3:1][C:2]1[CH:3]=[C:4]([CH:6]=[C:7]([C:9]2[S:13][CH:12]=[N:11][CH:10]=2)[CH:8]=1)[NH2:5].Cl[C:15]1[N:20]=[C:19]([C:21]2[N:22]=[N:23][N:24]([CH2:26][C:27]3[CH:32]=[CH:31][C:30]([O:33][CH3:34])=[CH:29][CH:28]=3)[CH:25]=2)[CH:18]=[CH:17][N:16]=1.CC1(C)C2C(=C(P(C3C=CC=CC=3)C3C=CC=CC=3)C=CC=2)OC2C(P(C3C=CC=CC=3)C3C=CC=CC=3)=CC=CC1=2.C([O-])([O-])=O.[Cs+].[Cs+]. The catalyst is O1CCOCC1.CC([O-])=O.CC([O-])=O.[Pd+2]. The product is [CH3:34][O:33][C:30]1[CH:29]=[CH:28][C:27]([CH2:26][N:24]2[CH:25]=[C:21]([C:19]3[CH:18]=[CH:17][N:16]=[C:15]([NH:5][C:4]4[CH:6]=[C:7]([C:9]5[S:13][CH:12]=[N:11][CH:10]=5)[CH:8]=[C:2]([CH3:1])[CH:3]=4)[N:20]=3)[N:22]=[N:23]2)=[CH:32][CH:31]=1. The yield is 0.330. (8) The reactants are C(ON=O)CC(C)C.N[C:10]1[CH:19]=[C:18]2[C:13]([CH2:14][CH2:15][N:16]([C:21]3[CH:22]=[N:23][CH:24]=[CH:25][C:26]=3[C:27]([F:30])([F:29])[F:28])[C:17]2=[O:20])=[CH:12][C:11]=1[F:31].CO.C(Cl)(Cl)(Cl)[Cl:35]. The catalyst is C(Cl)(Cl)Cl. The product is [Cl:35][C:10]1[CH:19]=[C:18]2[C:13]([CH2:14][CH2:15][N:16]([C:21]3[CH:22]=[N:23][CH:24]=[CH:25][C:26]=3[C:27]([F:30])([F:29])[F:28])[C:17]2=[O:20])=[CH:12][C:11]=1[F:31]. The yield is 0.100. (9) The reactants are [OH-].[Na+].S(O)(O)(=O)=O.[NH2:8][C:9]1[C:14]([NH2:15])=[C:13]([NH2:16])[N:12]=[CH:11][N:10]=1.[OH:17][C:18]1[CH:23]=[CH:22][C:21]([C:24]([CH:26]=O)=O)=[CH:20][CH:19]=1. The catalyst is O.CO. The product is [NH2:8][C:9]1[C:14]2[C:13](=[N:16][C:24]([C:21]3[CH:22]=[CH:23][C:18]([OH:17])=[CH:19][CH:20]=3)=[CH:26][N:15]=2)[N:12]=[CH:11][N:10]=1. The yield is 1.00. (10) The reactants are [OH:1][C:2]1[CH:3]=[CH:4][C:5]2[C:10](=[O:11])[O:9][C:8]([CH3:13])([CH3:12])[O:7][C:6]=2[CH:14]=1.C(P(CCCC)CCCC)CCC.[CH2:28]([C:32]1[CH:37]=[CH:36][C:35]([C:38]#[C:39][C:40]2[CH:45]=[CH:44][C:43]([CH:46](O)[CH2:47][CH2:48][CH2:49][CH3:50])=[CH:42][CH:41]=2)=[CH:34][CH:33]=1)[CH2:29][CH2:30][CH3:31]. The catalyst is C1(C)C=CC=CC=1. The product is [CH2:28]([C:32]1[CH:37]=[CH:36][C:35]([C:38]#[C:39][C:40]2[CH:45]=[CH:44][C:43]([CH:46]([O:1][C:2]3[CH:3]=[CH:4][C:5]4[C:10](=[O:11])[O:9][C:8]([CH3:12])([CH3:13])[O:7][C:6]=4[CH:14]=3)[CH2:47][CH2:48][CH2:49][CH3:50])=[CH:42][CH:41]=2)=[CH:34][CH:33]=1)[CH2:29][CH2:30][CH3:31]. The yield is 0.640.